Dataset: Catalyst prediction with 721,799 reactions and 888 catalyst types from USPTO. Task: Predict which catalyst facilitates the given reaction. (1) Reactant: [Cl:1][C:2]1[CH:7]=[C:6]([Cl:8])[CH:5]=[CH:4][C:3]=1[CH2:9][CH2:10][CH2:11][O:12][C:13]1[C:14]2[N:15]([CH:19]=[C:20]([CH3:22])[N:21]=2)[CH:16]=[CH:17][CH:18]=1.Cl.[CH3:24][NH:25][CH3:26].C=O. Product: [Cl:1][C:2]1[CH:7]=[C:6]([Cl:8])[CH:5]=[CH:4][C:3]=1[CH2:9][CH2:10][CH2:11][O:12][C:13]1[C:14]2[N:15]([C:19]([CH2:24][NH:25][CH3:26])=[C:20]([CH3:22])[N:21]=2)[CH:16]=[CH:17][CH:18]=1. The catalyst class is: 5. (2) Reactant: CS(O[CH:6]1[CH2:11][CH2:10][CH:9]([CH2:12][NH:13][C:14]([O:16][C:17]([CH3:20])([CH3:19])[CH3:18])=[O:15])[CH2:8][CH2:7]1)(=O)=O.C[S:22]([C:25]1N=[C:32]([C:34]([F:37])([F:36])[F:35])[CH:31]=[CH:30][C:26]=1C(O)=O)(=O)=O.[C:38]([O-])([O-])=O.[K+].[K+]. Product: [F:37][C:34]([F:35])([F:36])[C:32]1[CH:38]=[C:25]([S:22][CH:6]2[CH2:7][CH2:8][CH:9]([CH2:12][NH:13][C:14](=[O:15])[O:16][C:17]([CH3:18])([CH3:19])[CH3:20])[CH2:10][CH2:11]2)[CH:26]=[CH:30][CH:31]=1. The catalyst class is: 23. (3) Reactant: [NH:1]1[CH2:6][CH2:5][CH:4]([OH:7])[CH2:3][CH2:2]1.[C:8]1(=O)[CH2:11][CH2:10][CH2:9]1. Product: [CH:8]1([N:1]2[CH2:6][CH2:5][CH:4]([OH:7])[CH2:3][CH2:2]2)[CH2:11][CH2:10][CH2:9]1. The catalyst class is: 50. (4) Reactant: C(OC(=O)[NH:10][CH2:11][CH2:12][CH2:13][N:14]([C:33]1[CH:38]=[CH:37][N:36]=[C:35]([NH2:39])[N:34]=1)[C:15]1[CH:16]=[C:17]2[C:21](=[C:22]([C:24]3[S:28][C:27]4[CH:29]=[CH:30][CH:31]=[CH:32][C:26]=4[CH:25]=3)[CH:23]=1)[NH:20][N:19]=[CH:18]2)C1C=CC=CC=1.C(O)=O. Product: [NH2:10][CH2:11][CH2:12][CH2:13][N:14]([C:15]1[CH:16]=[C:17]2[C:21](=[C:22]([C:24]3[S:28][C:27]4[CH:29]=[CH:30][CH:31]=[CH:32][C:26]=4[CH:25]=3)[CH:23]=1)[NH:20][N:19]=[CH:18]2)[C:33]1[CH:38]=[CH:37][N:36]=[C:35]([NH2:39])[N:34]=1. The catalyst class is: 19.